Predict the product of the given reaction. From a dataset of Forward reaction prediction with 1.9M reactions from USPTO patents (1976-2016). (1) Given the reactants C([N-]C(C)C)(C)C.[Li+].[CH3:9][O:10][N:11]([CH3:28])[C:12](=[O:27])[CH2:13][C:14]1[CH:26]=[CH:25][C:17]([C:18]([O:20][C:21]([CH3:24])([CH3:23])[CH3:22])=[O:19])=[CH:16][CH:15]=1.I[CH2:30][CH:31]1[CH2:36][CH2:35][O:34][CH2:33][CH2:32]1.[Cl-].[NH4+], predict the reaction product. The product is: [CH3:9][O:10][N:11]([CH3:28])[C:12](=[O:27])[CH:13]([C:14]1[CH:26]=[CH:25][C:17]([C:18]([O:20][C:21]([CH3:24])([CH3:23])[CH3:22])=[O:19])=[CH:16][CH:15]=1)[CH2:30][CH:31]1[CH2:36][CH2:35][O:34][CH2:33][CH2:32]1. (2) Given the reactants CC[O:3][C:4]([C@@H:6]1[CH2:10][C@H:9]([S:11][C:12]2[CH:17]=[CH:16][C:15]([Br:18])=[CH:14][CH:13]=2)[CH2:8][N:7]1[C:19]([O:21][C:22]([CH3:25])([CH3:24])[CH3:23])=[O:20])=[O:5].[OH-].[Na+], predict the reaction product. The product is: [C:22]([O:21][C:19]([N:7]1[CH2:8][C@@H:9]([S:11][C:12]2[CH:13]=[CH:14][C:15]([Br:18])=[CH:16][CH:17]=2)[CH2:10][C@H:6]1[C:4]([OH:5])=[O:3])=[O:20])([CH3:25])([CH3:23])[CH3:24].